This data is from Catalyst prediction with 721,799 reactions and 888 catalyst types from USPTO. The task is: Predict which catalyst facilitates the given reaction. (1) Reactant: P([O-])(OC1C=CC=CC=1)OC1C=CC=CC=1.[NH2:17][C:18]1[CH:26]=[CH:25][CH:24]=[C:23]([Cl:27])[C:19]=1[C:20]([OH:22])=O.[C:28]([O:32][C:33]([NH:35][C@@H:36]([CH2:40][CH3:41])[C:37](O)=O)=[O:34])([CH3:31])([CH3:30])[CH3:29].[NH2:42][C:43]1[CH:47]=[CH:46][NH:45][N:44]=1. Product: [Cl:27][C:23]1[CH:24]=[CH:25][CH:26]=[C:18]2[C:19]=1[C:20](=[O:22])[N:42]([C:43]1[CH:47]=[CH:46][NH:45][N:44]=1)[C:37]([C@@H:36]([NH:35][C:33](=[O:34])[O:32][C:28]([CH3:31])([CH3:30])[CH3:29])[CH2:40][CH3:41])=[N:17]2. The catalyst class is: 436. (2) Reactant: [F:1][C:2]([F:28])([F:27])[C:3]1[CH:26]=[CH:25][C:6]([CH2:7][NH:8][C:9](=O)[CH2:10][CH2:11][C:12]2[CH:17]=[CH:16][C:15]([O:18][CH2:19][C:20]#[CH:21])=[C:14]([O:22][CH3:23])[CH:13]=2)=[CH:5][CH:4]=1.COC1C=CC(P2(SP(C3C=CC(OC)=CC=3)(=S)S2)=[S:38])=CC=1.O1CCCC1. Product: [F:1][C:2]([F:28])([F:27])[C:3]1[CH:26]=[CH:25][C:6]([CH2:7][NH:8][C:9](=[S:38])[CH2:10][CH2:11][C:12]2[CH:17]=[CH:16][C:15]([O:18][CH2:19][C:20]#[CH:21])=[C:14]([O:22][CH3:23])[CH:13]=2)=[CH:5][CH:4]=1. The catalyst class is: 6.